From a dataset of Forward reaction prediction with 1.9M reactions from USPTO patents (1976-2016). Predict the product of the given reaction. (1) Given the reactants [Cl:1][C:2]1[N:7]=[N:6][C:5]([NH:8][NH2:9])=[C:4]([CH3:10])[C:3]=1[CH3:11].[CH3:12][N:13]=[C:14]=[S:15], predict the reaction product. The product is: [Cl:1][C:2]1[N:7]=[N:6][C:5]([NH:8][NH:9][C:14](=[S:15])[NH:13][CH3:12])=[C:4]([CH3:10])[C:3]=1[CH3:11]. (2) The product is: [N:10]1([C:15]2[N:20]=[CH:19][C:18]([CH:21]=[CH:22][CH2:23][OH:24])=[CH:17][CH:16]=2)[CH:14]=[CH:13][CH:12]=[N:11]1. Given the reactants CC(C[AlH]CC(C)C)C.[N:10]1([C:15]2[N:20]=[CH:19][C:18]([CH:21]=[CH:22][CH:23]=[O:24])=[CH:17][CH:16]=2)[CH:14]=[CH:13][CH:12]=[N:11]1.CO.C(C(C(C([O-])=O)O)O)([O-])=O.[Na+].[K+], predict the reaction product.